From a dataset of Forward reaction prediction with 1.9M reactions from USPTO patents (1976-2016). Predict the product of the given reaction. Given the reactants [CH3:1][N:2]([C@@H:12]1[C@H:17]([CH3:18])[CH2:16][CH2:15][NH:14][CH2:13]1)[C:3]1[C:4]2[CH:11]=[CH:10][NH:9][C:5]=2[N:6]=[CH:7][N:8]=1.[C:19]([C:21]1([C:24](O)=[O:25])[CH2:23][CH2:22]1)#[N:20].C(N(C(C)C)CC)(C)C.F[P-](F)(F)(F)(F)F.N1(OC(N(C)C)=[N+](C)C)C2N=CC=CC=2N=N1, predict the reaction product. The product is: [CH3:18][C@@H:17]1[CH2:16][CH2:15][N:14]([C:24]([C:21]2([C:19]#[N:20])[CH2:23][CH2:22]2)=[O:25])[CH2:13][C@@H:12]1[N:2]([CH3:1])[C:3]1[C:4]2[CH:11]=[CH:10][NH:9][C:5]=2[N:6]=[CH:7][N:8]=1.